Dataset: Reaction yield outcomes from USPTO patents with 853,638 reactions. Task: Predict the reaction yield, written as a fraction of the theoretical maximum amount of product (1.0 means a 100% yield; for example, 0.34 means a 34% yield). (1) The reactants are Cl.[NH2:2][OH:3].C[O-].[Na+].CO.C[O:10][C:11](=O)[C@@H:12]([NH:16][C:17](=[O:38])[C:18]1[CH:23]=[CH:22][C:21]([CH2:24][C:25]2[CH:30]=[CH:29][C:28]([CH2:31][N:32]3[CH2:37][CH2:36][O:35][CH2:34][CH2:33]3)=[CH:27][CH:26]=2)=[CH:20][CH:19]=1)[C@H:13]([OH:15])[CH3:14].Cl. The catalyst is CO.C1COCC1.CO. The product is [OH:15][C@H:13]([CH3:14])[C@H:12]([NH:16][C:17](=[O:38])[C:18]1[CH:19]=[CH:20][C:21]([CH2:24][C:25]2[CH:26]=[CH:27][C:28]([CH2:31][N:32]3[CH2:33][CH2:34][O:35][CH2:36][CH2:37]3)=[CH:29][CH:30]=2)=[CH:22][CH:23]=1)[C:11](=[O:10])[NH:2][OH:3]. The yield is 0.500. (2) The reactants are Cl.Cl.[N:3]1([NH:9][C:10]([C:12]2[CH:13]=[N:14][C:15]([C:18]3[CH:23]=[CH:22][CH:21]=[CH:20][CH:19]=3)=[N:16][CH:17]=2)=[O:11])[CH2:8][CH2:7][NH:6][CH2:5][CH2:4]1.[F:24][C:25]([F:36])([F:35])[C:26](O[C:26](=[O:27])[C:25]([F:36])([F:35])[F:24])=[O:27].CCN(CC)CC. The catalyst is CN(C=O)C. The product is [F:24][C:25]([F:36])([F:35])[C:26]([N:6]1[CH2:5][CH2:4][N:3]([NH:9][C:10]([C:12]2[CH:17]=[N:16][C:15]([C:18]3[CH:19]=[CH:20][CH:21]=[CH:22][CH:23]=3)=[N:14][CH:13]=2)=[O:11])[CH2:8][CH2:7]1)=[O:27]. The yield is 1.00. (3) The reactants are C(OC([N:8]1[CH2:14][C:13]2[CH:15]=[CH:16][CH:17]=[CH:18][C:12]=2[N:11]([C:19](=[O:44])[C:20]2[CH:25]=[CH:24][C:23]([CH2:26][CH2:27][CH2:28][C:29]([N:31]3[CH2:36][CH2:35][N:34]([CH2:37][CH2:38][C:39]([CH3:42])([CH3:41])[CH3:40])[CH2:33][CH2:32]3)=[O:30])=[C:22]([CH3:43])[CH:21]=2)[CH2:10][CH2:9]1)=O)(C)(C)C.Cl. The catalyst is CO.O1CCOCC1. The product is [CH3:40][C:39]([CH3:42])([CH3:41])[CH2:38][CH2:37][N:34]1[CH2:33][CH2:32][N:31]([C:29](=[O:30])[CH2:28][CH2:27][CH2:26][C:23]2[CH:24]=[CH:25][C:20]([C:19]([N:11]3[C:12]4[CH:18]=[CH:17][CH:16]=[CH:15][C:13]=4[CH2:14][NH:8][CH2:9][CH2:10]3)=[O:44])=[CH:21][C:22]=2[CH3:43])[CH2:36][CH2:35]1. The yield is 0.280. (4) The reactants are [CH3:1][O:2][C:3]1[CH:4]=[C:5]2[C:10](=[CH:11][C:12]=1[O:13][CH3:14])[N:9]=[CH:8][CH:7]=[C:6]2[O:15][C:16]1[CH:21]=[CH:20][C:19]([NH:22][C:23](=O)[CH2:24][O:25][C:26]2[C:31]([O:32][CH3:33])=[CH:30][CH:29]=[CH:28][C:27]=2[O:34][CH3:35])=[CH:18][C:17]=1[CH3:37].Cl.[OH-].[Na+]. The catalyst is O1CCCC1. The product is [CH3:33][O:32][C:31]1[CH:30]=[CH:29][CH:28]=[C:27]([O:34][CH3:35])[C:26]=1[O:25][CH2:24][CH2:23][NH:22][C:19]1[CH:20]=[CH:21][C:16]([O:15][C:6]2[C:5]3[C:10](=[CH:11][C:12]([O:13][CH3:14])=[C:3]([O:2][CH3:1])[CH:4]=3)[N:9]=[CH:8][CH:7]=2)=[C:17]([CH3:37])[CH:18]=1. The yield is 0.800. (5) The reactants are [Br:1][C:2]1[CH:3]=[C:4]([C:14]([OH:16])=O)[S:5][C:6]=1[C:7]1[N:11]([CH3:12])[N:10]=[CH:9][C:8]=1[Cl:13].[NH2:17][C@@H:18]([CH2:31][C:32]1[CH:37]=[CH:36][CH:35]=[CH:34][C:33]=1[C:38]([F:41])([F:40])[F:39])[CH2:19][N:20]1[C:28](=[O:29])[C:27]2[C:22](=[CH:23][CH:24]=[CH:25][CH:26]=2)[C:21]1=[O:30].C1CN([P+](Br)(N2CCCC2)N2CCCC2)CC1.F[P-](F)(F)(F)(F)F.CCN(C(C)C)C(C)C. The catalyst is C(Cl)(Cl)Cl. The product is [Br:1][C:2]1[CH:3]=[C:4]([C:14]([NH:17][C@@H:18]([CH2:31][C:32]2[CH:37]=[CH:36][CH:35]=[CH:34][C:33]=2[C:38]([F:41])([F:39])[F:40])[CH2:19][N:20]2[C:28](=[O:29])[C:27]3[C:22](=[CH:23][CH:24]=[CH:25][CH:26]=3)[C:21]2=[O:30])=[O:16])[S:5][C:6]=1[C:7]1[N:11]([CH3:12])[N:10]=[CH:9][C:8]=1[Cl:13]. The yield is 0.430. (6) The yield is 0.844. The reactants are [N:1]1([C:12](=[O:13])[C:11]2[N:10]([CH2:14][C:15]([OH:17])=O)[CH:9]=[N:8][C:7]=2[N:5]([CH3:6])[C:3]1=[O:4])[CH3:2].C(Cl)(=O)C(Cl)=O.CN(C=O)C.[CH3:29][NH:30][C:31]1[CH:36]=[CH:35][C:34]([CH:37]([CH3:39])[CH3:38])=[CH:33][CH:32]=1. The catalyst is C(Cl)(Cl)Cl.CC#N. The product is [CH3:2][N:1]1[C:12](=[O:13])[C:11]2[N:10]([CH2:14][C:15]([N:30]([C:31]3[CH:36]=[CH:35][C:34]([CH:37]([CH3:39])[CH3:38])=[CH:33][CH:32]=3)[CH3:29])=[O:17])[CH:9]=[N:8][C:7]=2[N:5]([CH3:6])[C:3]1=[O:4]. (7) The reactants are [H-].[Na+].C(S)C.[Br:6][C:7]1[CH:8]=[C:9]2[C:14](=[CH:15][C:16]=1[O:17]C)[C:13]([CH3:20])([CH3:19])[CH2:12][CH:11]=[C:10]2[CH:21]([CH3:23])[CH3:22].Cl. The catalyst is CN(C=O)C.O. The product is [Br:6][C:7]1[C:16]([OH:17])=[CH:15][C:14]2[C:13]([CH3:19])([CH3:20])[CH2:12][CH:11]=[C:10]([CH:21]([CH3:22])[CH3:23])[C:9]=2[CH:8]=1. The yield is 1.00.